This data is from Catalyst prediction with 721,799 reactions and 888 catalyst types from USPTO. The task is: Predict which catalyst facilitates the given reaction. (1) Reactant: [C:1]([N:8]1[CH2:13][CH2:12][NH:11][CH2:10][CH2:9]1)([O:3][C:4]([CH3:7])([CH3:6])[CH3:5])=[O:2].C(=O)([O-])[O-].[Na+].[Na+].[CH3:20][CH:21]([CH3:27])[CH2:22][CH2:23][C:24](Cl)=[O:25]. Product: [C:4]([O:3][C:1]([N:8]1[CH2:9][CH2:10][N:11]([C:24](=[O:25])[CH2:23][CH2:22][CH:21]([CH3:27])[CH3:20])[CH2:12][CH2:13]1)=[O:2])([CH3:7])([CH3:6])[CH3:5]. The catalyst class is: 25. (2) Reactant: [N:1]1([CH2:6][CH2:7][NH2:8])[CH2:5][CH2:4][CH2:3][CH2:2]1.[CH3:9][Si:10]([CH3:25])([CH2:19][CH2:20][Si:21]([CH3:24])([CH3:23])[CH3:22])[CH2:11][CH2:12][CH2:13][O:14][CH2:15][CH:16]1[CH2:18][O:17]1. Product: [CH3:25][Si:10]([CH3:9])([CH2:19][CH2:20][Si:21]([CH3:22])([CH3:24])[CH3:23])[CH2:11][CH2:12][CH2:13][O:14][CH2:15][CH:16]([OH:17])[CH2:18][NH:8][CH2:7][CH2:6][N:1]1[CH2:5][CH2:4][CH2:3][CH2:2]1. The catalyst class is: 8. (3) The catalyst class is: 13. Product: [Cl:23][C:6]1[C:7]([C:8]([C:10]2[N:14]([C:15]3[CH:20]=[CH:19][C:18]([CH2:21][CH3:22])=[CH:17][CH:16]=3)[CH:13]=[N:12][CH:11]=2)=[O:9])=[C:2]([Cl:1])[N:3]=[CH:4][N:5]=1. Reactant: [Cl:1][C:2]1[C:7]([CH:8]([C:10]2[N:14]([C:15]3[CH:20]=[CH:19][C:18]([CH2:21][CH3:22])=[CH:17][CH:16]=3)[CH:13]=[N:12][CH:11]=2)[OH:9])=[C:6]([Cl:23])[N:5]=[CH:4][N:3]=1.ClC1C(C(C2C=NN(C)C=2C2C=CC(C)=CC=2)=O)=C(Cl)N=CN=1. (4) Reactant: [N+:1]([C:4]1[CH:9]=[C:8]([C:10]2[S:11][CH:12]=[CH:13][CH:14]=2)[CH:7]=[CH:6][C:5]=1[NH:15][C:16](=[O:22])[O:17][C:18]([CH3:21])([CH3:20])[CH3:19])([O-])=O.[H][H]. Product: [NH2:1][C:4]1[CH:9]=[C:8]([C:10]2[S:11][CH:12]=[CH:13][CH:14]=2)[CH:7]=[CH:6][C:5]=1[NH:15][C:16](=[O:22])[O:17][C:18]([CH3:20])([CH3:19])[CH3:21]. The catalyst class is: 99.